This data is from Reaction yield outcomes from USPTO patents with 853,638 reactions. The task is: Predict the reaction yield, written as a fraction of the theoretical maximum amount of product (1.0 means a 100% yield; for example, 0.34 means a 34% yield). (1) The yield is 0.835. The product is [CH2:1]([O:4][C:5](=[O:24])[NH:6][C:7]1[CH:12]=[CH:11][CH:10]=[C:9]([C:13]2[N:40]=[C:39]([N:33]3[CH2:38][CH2:37][O:36][CH2:35][CH2:34]3)[S:41][C:14]=2[C:15]2[CH:20]=[CH:19][N:18]=[C:17]([Cl:21])[N:16]=2)[C:8]=1[F:23])[CH:2]=[CH2:3]. The catalyst is CC(N(C)C)=O. The reactants are [CH2:1]([O:4][C:5](=[O:24])[NH:6][C:7]1[CH:12]=[CH:11][CH:10]=[C:9]([C:13](=O)[CH2:14][C:15]2[CH:20]=[CH:19][N:18]=[C:17]([Cl:21])[N:16]=2)[C:8]=1[F:23])[CH:2]=[CH2:3].C1C(=O)N(Br)C(=O)C1.[N:33]1([C:39](=[S:41])[NH2:40])[CH2:38][CH2:37][O:36][CH2:35][CH2:34]1.O. (2) The reactants are [F:1][C:2]1[CH:7]=[C:6]([F:8])[C:5]([F:9])=[CH:4][C:3]=1[CH2:10][C:11]([OH:13])=O.[CH3:14][C:15]1([CH3:23])[O:22][C:20](=[O:21])[CH2:19][C:17](=[O:18])[O:16]1.C(OC(C)C)(=O)C.Cl. The catalyst is CCCCCCC.O.O1CCCC1. The product is [OH:13][C:11](=[C:19]1[C:20](=[O:21])[O:22][C:15]([CH3:23])([CH3:14])[O:16][C:17]1=[O:18])[CH2:10][C:3]1[CH:4]=[C:5]([F:9])[C:6]([F:8])=[CH:7][C:2]=1[F:1]. The yield is 0.601.